Dataset: Reaction yield outcomes from USPTO patents with 853,638 reactions. Task: Predict the reaction yield, written as a fraction of the theoretical maximum amount of product (1.0 means a 100% yield; for example, 0.34 means a 34% yield). (1) The reactants are [O:1]=[C:2]1[C:7]2[C:8]([C:13]3[CH:18]=[CH:17][CH:16]=[CH:15][CH:14]=3)=[C:9]([CH:11]=O)[NH:10][C:6]=2[CH2:5][CH2:4][NH:3]1.[F:19][C:20]1[CH:21]=[C:22]2[C:26](=[CH:27][C:28]=1[NH:29][C:30](=[O:33])[CH2:31][OH:32])[NH:25][C:24](=[O:34])[CH2:23]2. No catalyst specified. The product is [F:19][C:20]1[CH:21]=[C:22]2[C:26](=[CH:27][C:28]=1[NH:29][C:30](=[O:33])[CH2:31][OH:32])[NH:25][C:24](=[O:34])[C:23]2=[CH:11][C:9]1[NH:10][C:6]2[CH2:5][CH2:4][NH:3][C:2](=[O:1])[C:7]=2[C:8]=1[C:13]1[CH:18]=[CH:17][CH:16]=[CH:15][CH:14]=1. The yield is 0.920. (2) The reactants are [Cl:1][C:2]1[S:40][C:5]2[NH:6][C:7]([C:9]([NH:11][C@@H:12]3[CH2:20][C:19]4[C:14](=[CH:15][CH:16]=[CH:17][CH:18]=4)[C@H:13]3[N:21]([C:31]([CH:33]3[CH2:37][O:36]C(C)(C)[O:34]3)=[O:32])[CH2:22][CH2:23][O:24]C3CCCCO3)=[O:10])=[CH:8][C:4]=2[CH:3]=1. The catalyst is C(O)(=O)C. The product is [Cl:1][C:2]1[S:40][C:5]2[NH:6][C:7]([C:9]([NH:11][C@@H:12]3[CH2:20][C:19]4[C:14](=[CH:15][CH:16]=[CH:17][CH:18]=4)[C@H:13]3[N:21]([C:31](=[O:32])[CH:33]([CH2:37][OH:36])[OH:34])[CH2:22][CH2:23][OH:24])=[O:10])=[CH:8][C:4]=2[CH:3]=1. The yield is 0.560. (3) The reactants are [Cl:1][C:2]1[CH:32]=[CH:31][C:5]([CH2:6][N:7]2[C:15]3[C:14](=[O:16])[N:13]([CH3:17])[C:12](=[O:18])[NH:11][C:10]=3[N:9]=[C:8]2[O:19][C:20]2[CH:25]=[CH:24][CH:23]=[C:22]([O:26][C:27]([F:30])([F:29])[F:28])[CH:21]=2)=[CH:4][CH:3]=1.[Br:33][CH2:34][CH2:35]Br.C(=O)([O-])[O-].[K+].[K+]. The catalyst is CN(C=O)C. The product is [Br:33][CH2:34][CH2:35][N:11]1[C:10]2[N:9]=[C:8]([O:19][C:20]3[CH:25]=[CH:24][CH:23]=[C:22]([O:26][C:27]([F:30])([F:28])[F:29])[CH:21]=3)[N:7]([CH2:6][C:5]3[CH:4]=[CH:3][C:2]([Cl:1])=[CH:32][CH:31]=3)[C:15]=2[C:14](=[O:16])[N:13]([CH3:17])[C:12]1=[O:18]. The yield is 0.916. (4) The reactants are F[C:2]1[C:7]([F:8])=[CH:6][C:5]([I:9])=[CH:4][N:3]=1.[CH3:10][C:11]1([CH3:17])[CH2:15][NH:14][C:13](=[O:16])[NH:12]1.C(=O)([O-])[O-].[Cs+].[Cs+]. The catalyst is C1(C)C=CC=CC=1. The product is [F:8][C:7]1[C:2]([N:14]2[CH2:15][C:11]([CH3:17])([CH3:10])[NH:12][C:13]2=[O:16])=[N:3][CH:4]=[C:5]([I:9])[CH:6]=1. The yield is 0.490. (5) The reactants are Br[C:2]1[CH:3]=[CH:4][C:5]2[C:9]3[CH2:10][N:11]4[CH:15]([CH2:16][C:8]=3[N:7]([CH3:17])[C:6]=2[N:18]=1)[CH2:14][CH2:13][CH2:12]4.[Cl:19][C:20]1[CH:34]=[CH:33][C:23]([CH2:24][O:25][C:26]2[CH:31]=[CH:30][NH:29][C:28](=[O:32])[CH:27]=2)=[C:22]([F:35])[CH:21]=1. No catalyst specified. The product is [ClH:19].[Cl:19][C:20]1[CH:34]=[CH:33][C:23]([CH2:24][O:25][C:26]2[CH:31]=[CH:30][N:29]([C:2]3[CH:3]=[CH:4][C:5]4[C:9]5[CH2:10][N:11]6[CH:15]([CH2:16][C:8]=5[N:7]([CH3:17])[C:6]=4[N:18]=3)[CH2:14][CH2:13][CH2:12]6)[C:28](=[O:32])[CH:27]=2)=[C:22]([F:35])[CH:21]=1. The yield is 0.270. (6) The reactants are [N+:1]([CH2:4][CH:5]([CH2:12][CH2:13][CH3:14])[CH2:6][C:7]([O:9]CC)=O)([O-])=O.C([O-])=O.[NH4+].[CH3:19][O:20][C:21]1[CH:44]=[CH:43][C:24]([CH2:25][N:26]2[C:30]3=[N:31][CH:32]=[CH:33][C:34]([CH:35]=O)=[C:29]3[N:28]=[C:27]2[C:37]2[CH:42]=[CH:41][CH:40]=[CH:39][CH:38]=2)=[CH:23][CH:22]=1. The catalyst is CO.CCOCC.[Pd]. The product is [CH3:19][O:20][C:21]1[CH:44]=[CH:43][C:24]([CH2:25][N:26]2[C:30]3=[N:31][CH:32]=[CH:33][C:34]([CH2:35][N:1]4[CH2:4][CH:5]([CH2:12][CH2:13][CH3:14])[CH2:6][C:7]4=[O:9])=[C:29]3[N:28]=[C:27]2[C:37]2[CH:38]=[CH:39][CH:40]=[CH:41][CH:42]=2)=[CH:23][CH:22]=1. The yield is 0.600.